From a dataset of Forward reaction prediction with 1.9M reactions from USPTO patents (1976-2016). Predict the product of the given reaction. (1) Given the reactants [CH3:1][O:2][C:3]([NH:5][C@@H:6]1[CH:14]2[C:15](=[O:24])[CH2:16][C@H:17]([C:19]([O:21][CH2:22][CH3:23])=[O:20])[CH2:18][N:12]3[C:13]2=[C:9]([CH:10]=[CH:11]3)[CH2:8][CH2:7]1)=[O:4].[Br:25]N1C(=O)CCC1=O, predict the reaction product. The product is: [Br:25][C:11]1[N:12]2[CH2:18][C@@H:17]([C:19]([O:21][CH2:22][CH3:23])=[O:20])[CH2:16][C:15](=[O:24])[CH:14]3[C@@H:6]([NH:5][C:3]([O:2][CH3:1])=[O:4])[CH2:7][CH2:8][C:9]([CH:10]=1)=[C:13]23. (2) Given the reactants Cl.[C:2]([S:5][CH:6]1[CH2:11][CH2:10][NH:9][CH2:8][CH2:7]1)(=[O:4])[CH3:3].C(N(CC)CC)C.[F:19][C:20]([F:34])([F:33])[O:21][C:22]1[CH:32]=[CH:31][C:25](/[CH:26]=[CH:27]/[C:28](Cl)=[O:29])=[CH:24][CH:23]=1, predict the reaction product. The product is: [C:2]([S:5][CH:6]1[CH2:11][CH2:10][N:9]([C:28](=[O:29])/[CH:27]=[CH:26]/[C:25]2[CH:24]=[CH:23][C:22]([O:21][C:20]([F:33])([F:34])[F:19])=[CH:32][CH:31]=2)[CH2:8][CH2:7]1)(=[O:4])[CH3:3]. (3) Given the reactants Cl[C:2]1[C:7]([CH3:8])=[C:6](Cl)[N:5]=[C:4]([S:10][CH3:11])[N:3]=1.[CH3:12][O-:13].[Na+].[CH3:15][OH:16], predict the reaction product. The product is: [CH3:12][O:13][C:2]1[C:7]([CH3:8])=[C:6]([O:16][CH3:15])[N:5]=[C:4]([S:10][CH3:11])[N:3]=1. (4) Given the reactants [F:1][C:2]1[CH:7]=[CH:6][CH:5]=[CH:4][C:3]=1[C:8]1[N:9]([S:15]([C:18]2[CH:25]=[CH:24][C:21]([C:22]#[N:23])=[CH:20][CH:19]=2)(=[O:17])=[O:16])[CH:10]=[C:11]([CH:13]=O)[CH:12]=1.CO.[CH3:28][NH2:29].[BH4-].[Na+].[ClH:32].C(=O)([O-])O.[Na+], predict the reaction product. The product is: [ClH:32].[F:1][C:2]1[CH:7]=[CH:6][CH:5]=[CH:4][C:3]=1[C:8]1[N:9]([S:15]([C:18]2[CH:25]=[CH:24][C:21]([C:22]#[N:23])=[CH:20][CH:19]=2)(=[O:17])=[O:16])[CH:10]=[C:11]([CH2:13][NH:29][CH3:28])[CH:12]=1. (5) Given the reactants C(O[C:4](=[O:22])[C:5]([CH2:12][NH:13][CH2:14][C:15]1[CH:20]=[CH:19][C:18]([F:21])=[CH:17][CH:16]=1)([CH3:11])[CH2:6][CH2:7][CH:8]([CH3:10])[CH3:9])C.[CH3:23][S:24]([NH:27][C:28]1[CH:43]=[CH:42][C:31]2[NH:32][C:33]([CH2:38][C:39](O)=[O:40])=[N:34][S:35](=[O:37])(=[O:36])[C:30]=2[CH:29]=1)(=[O:26])=[O:25].Cl.CN(C)CCCN=C=NCC.CN1CCOCC1.[H-].[Na+], predict the reaction product. The product is: [F:21][C:18]1[CH:17]=[CH:16][C:15]([CH2:14][N:13]2[CH2:12][C:5]([CH3:11])([CH2:6][CH2:7][CH:8]([CH3:9])[CH3:10])[C:4]([OH:22])=[C:38]([C:33]3[NH:32][C:31]4[CH:42]=[CH:43][C:28]([NH:27][S:24]([CH3:23])(=[O:26])=[O:25])=[CH:29][C:30]=4[S:35](=[O:36])(=[O:37])[N:34]=3)[C:39]2=[O:40])=[CH:20][CH:19]=1. (6) Given the reactants CS(O[CH2:6][CH2:7][C@@H:8]1[CH2:13][N:12]([C:14]([O:16][CH2:17][C:18]2[CH:23]=[CH:22][CH:21]=[CH:20][CH:19]=2)=[O:15])[CH2:11][CH2:10][N:9]1[C:24]([O:26][C:27]([CH3:30])([CH3:29])[CH3:28])=[O:25])(=O)=O.[C:31]([C:34]1[CH:35]=[C:36]([NH:40][S:41]([C:44]2[CH:49]=[CH:48][CH:47]=[CH:46][C:45]=2[N+:50]([O-:52])=[O:51])(=[O:43])=[O:42])[CH:37]=[CH:38][CH:39]=1)(=[O:33])[CH3:32].C(=O)([O-])[O-].[Cs+].[Cs+], predict the reaction product. The product is: [C:31]([C:34]1[CH:35]=[C:36]([N:40]([S:41]([C:44]2[CH:49]=[CH:48][CH:47]=[CH:46][C:45]=2[N+:50]([O-:52])=[O:51])(=[O:43])=[O:42])[CH2:6][CH2:7][C@@H:8]2[CH2:13][N:12]([C:14]([O:16][CH2:17][C:18]3[CH:23]=[CH:22][CH:21]=[CH:20][CH:19]=3)=[O:15])[CH2:11][CH2:10][N:9]2[C:24]([O:26][C:27]([CH3:28])([CH3:30])[CH3:29])=[O:25])[CH:37]=[CH:38][CH:39]=1)(=[O:33])[CH3:32]. (7) Given the reactants Cl.C(N1C[C@@H](C2C=CC(F)=CC=2F)[C@H](C([N:21]2[C@@H:25]([C:26]3[S:27][CH:28]=[CH:29][N:30]=3)[CH2:24][C@H:23]([N:31]([CH:38]3[CH2:43][CH2:42][C:41]([CH3:45])([CH3:44])[CH2:40][CH2:39]3)[C:32](=[O:37])[C:33]([CH3:36])([CH3:35])[CH3:34])[CH2:22]2)=O)C1)(C)(C)C.Cl[CH2:47]C=O.[C:50]([O-:53])(O)=[O:51].[Na+].N1[CH:60]=[CH:59][CH:58]=CC=1.C(OC(C(F)(F)F)=O)(C(F)(F)F)=O, predict the reaction product. The product is: [C:50]([N:21]1[CH2:22][C@@H:23]([N:31]([CH:38]2[CH2:39][CH2:40][C:41]([CH3:45])([CH3:44])[CH2:42][CH2:43]2)[C:32](=[O:37])[C:33]([CH3:36])([CH3:34])[CH3:35])[CH2:24][C@@H:25]1[C:26]1[S:27][CH:28]=[CH:29][N:30]=1)([O:53][C:59]([CH3:58])([CH3:60])[CH3:47])=[O:51]. (8) Given the reactants [Cl:1][C:2]1[CH:7]=[CH:6][N:5]2[N:8]=[C:9]([NH2:11])[N:10]=[C:4]2[CH:3]=1.Br[C:13]1[CH:18]=[CH:17][C:16]([C:19]([N:21]2[CH2:24][CH:23]([F:25])[CH2:22]2)=[O:20])=[CH:15][C:14]=1[O:26][CH2:27][C:28]([F:31])([F:30])[F:29], predict the reaction product. The product is: [Cl:1][C:2]1[CH:7]=[CH:6][N:5]2[N:8]=[C:9]([NH:11][C:13]3[CH:18]=[CH:17][C:16]([C:19]([N:21]4[CH2:22][CH:23]([F:25])[CH2:24]4)=[O:20])=[CH:15][C:14]=3[O:26][CH2:27][C:28]([F:30])([F:31])[F:29])[N:10]=[C:4]2[CH:3]=1.